From a dataset of Forward reaction prediction with 1.9M reactions from USPTO patents (1976-2016). Predict the product of the given reaction. Given the reactants C([Mg]Br)(C)C.I[C:7]1[CH:8]=[N:9][N:10]([C:12]2[C:17]([C:18]([F:21])([F:20])[F:19])=[CH:16][CH:15]=[CH:14][N:13]=2)[CH:11]=1.CON(C)[C:25](=[O:27])[CH3:26].[Cl-].[NH4+], predict the reaction product. The product is: [F:19][C:18]([F:21])([F:20])[C:17]1[C:12]([N:10]2[CH:11]=[C:7]([C:25](=[O:27])[CH3:26])[CH:8]=[N:9]2)=[N:13][CH:14]=[CH:15][CH:16]=1.